From a dataset of NCI-60 drug combinations with 297,098 pairs across 59 cell lines. Regression. Given two drug SMILES strings and cell line genomic features, predict the synergy score measuring deviation from expected non-interaction effect. (1) Drug 1: CC(C)(C#N)C1=CC(=CC(=C1)CN2C=NC=N2)C(C)(C)C#N. Drug 2: C(CCl)NC(=O)N(CCCl)N=O. Cell line: 786-0. Synergy scores: CSS=6.83, Synergy_ZIP=5.35, Synergy_Bliss=9.01, Synergy_Loewe=7.44, Synergy_HSA=5.40. (2) Drug 1: CC12CCC3C(C1CCC2=O)CC(=C)C4=CC(=O)C=CC34C. Drug 2: CCC1(CC2CC(C3=C(CCN(C2)C1)C4=CC=CC=C4N3)(C5=C(C=C6C(=C5)C78CCN9C7C(C=CC9)(C(C(C8N6C)(C(=O)OC)O)OC(=O)C)CC)OC)C(=O)OC)O.OS(=O)(=O)O. Cell line: SF-539. Synergy scores: CSS=57.5, Synergy_ZIP=-0.847, Synergy_Bliss=-1.85, Synergy_Loewe=-6.66, Synergy_HSA=0.247. (3) Drug 2: C1CN(P(=O)(OC1)NCCCl)CCCl. Synergy scores: CSS=17.4, Synergy_ZIP=-4.68, Synergy_Bliss=1.61, Synergy_Loewe=-20.0, Synergy_HSA=1.49. Drug 1: COC1=C(C=C2C(=C1)N=CN=C2NC3=CC(=C(C=C3)F)Cl)OCCCN4CCOCC4. Cell line: NCIH23. (4) Drug 1: C1C(C(OC1N2C=NC3=C(N=C(N=C32)Cl)N)CO)O. Drug 2: CC1CCC2CC(C(=CC=CC=CC(CC(C(=O)C(C(C(=CC(C(=O)CC(OC(=O)C3CCCCN3C(=O)C(=O)C1(O2)O)C(C)CC4CCC(C(C4)OC)O)C)C)O)OC)C)C)C)OC. Cell line: HL-60(TB). Synergy scores: CSS=40.3, Synergy_ZIP=-0.778, Synergy_Bliss=0.368, Synergy_Loewe=-13.4, Synergy_HSA=-1.40. (5) Drug 1: C1=CC(=CC=C1C#N)C(C2=CC=C(C=C2)C#N)N3C=NC=N3. Drug 2: CCN(CC)CCNC(=O)C1=C(NC(=C1C)C=C2C3=C(C=CC(=C3)F)NC2=O)C. Cell line: K-562. Synergy scores: CSS=-6.33, Synergy_ZIP=-1.10, Synergy_Bliss=-6.93, Synergy_Loewe=-14.1, Synergy_HSA=-12.6. (6) Drug 1: CC1=CC=C(C=C1)C2=CC(=NN2C3=CC=C(C=C3)S(=O)(=O)N)C(F)(F)F. Drug 2: CC1=C2C(C(=O)C3(C(CC4C(C3C(C(C2(C)C)(CC1OC(=O)C(C(C5=CC=CC=C5)NC(=O)OC(C)(C)C)O)O)OC(=O)C6=CC=CC=C6)(CO4)OC(=O)C)O)C)O. Cell line: HL-60(TB). Synergy scores: CSS=36.7, Synergy_ZIP=19.6, Synergy_Bliss=12.9, Synergy_Loewe=5.16, Synergy_HSA=0.806. (7) Drug 1: CC(C)(C#N)C1=CC(=CC(=C1)CN2C=NC=N2)C(C)(C)C#N. Drug 2: CCC1=C2CN3C(=CC4=C(C3=O)COC(=O)C4(CC)O)C2=NC5=C1C=C(C=C5)O. Cell line: SW-620. Synergy scores: CSS=34.6, Synergy_ZIP=-9.94, Synergy_Bliss=-0.305, Synergy_Loewe=-27.8, Synergy_HSA=-0.719.